Dataset: Full USPTO retrosynthesis dataset with 1.9M reactions from patents (1976-2016). Task: Predict the reactants needed to synthesize the given product. (1) Given the product [C:1]1([CH2:7][C@@H:8]([B:9]([OH:10])[OH:17])[NH:22][C:23]([C:25]2[N:26]=[N:27][N:28]([CH2:30][CH2:31][NH:32][C:33](=[O:46])[C:34]3[CH:39]=[CH:38][C:37]([O:40][CH3:41])=[C:36]([O:42][CH3:43])[C:35]=3[O:44][CH3:45])[CH:29]=2)=[O:24])[CH:6]=[CH:5][CH:4]=[CH:3][CH:2]=1, predict the reactants needed to synthesize it. The reactants are: [C:1]1([CH2:7][C@H:8]([NH:22][C:23]([C:25]2[N:26]=[N:27][N:28]([CH2:30][CH2:31][NH:32][C:33](=[O:46])[C:34]3[CH:39]=[CH:38][C:37]([O:40][CH3:41])=[C:36]([O:42][CH3:43])[C:35]=3[O:44][CH3:45])[CH:29]=2)=[O:24])[B:9]2[O:17][C@H]3[C@](C)([C@H]4C[C@@H](C3)C4(C)C)[O:10]2)[CH:6]=[CH:5][CH:4]=[CH:3][CH:2]=1.C(B(O)O)C(C)C.Cl. (2) Given the product [CH2:45]([O:44][C:42]([C:40]1[CH:39]=[CH:38][CH:37]=[C:36]([C:21]2[CH:22]=[CH:23][C:18]([C:17]3[O:16][N:15]=[C:14]([CH3:33])[C:13]=3[NH:12][C:11]([O:10][CH:8]([C:3]3[CH:4]=[CH:5][CH:6]=[CH:7][C:2]=3[Cl:1])[CH3:9])=[O:34])=[CH:19][CH:20]=2)[N:41]=1)=[O:43])[CH3:46], predict the reactants needed to synthesize it. The reactants are: [Cl:1][C:2]1[CH:7]=[CH:6][CH:5]=[CH:4][C:3]=1[CH:8]([O:10][C:11](=[O:34])[NH:12][C:13]1[C:14]([CH3:33])=[N:15][O:16][C:17]=1[C:18]1[CH:23]=[CH:22][C:21](B2OC(C)(C)C(C)(C)O2)=[CH:20][CH:19]=1)[CH3:9].Br[C:36]1[N:41]=[C:40]([C:42]([O:44][CH2:45][CH3:46])=[O:43])[CH:39]=[CH:38][CH:37]=1. (3) Given the product [N+:1]([C:4]1[CH:9]=[C:8]([N+:10]([O-:12])=[O:11])[CH:7]=[CH:6][C:5]=1[S:13]([NH:20][CH:17]([CH3:19])[CH3:18])(=[O:15])=[O:14])([O-:3])=[O:2], predict the reactants needed to synthesize it. The reactants are: [N+:1]([C:4]1[CH:9]=[C:8]([N+:10]([O-:12])=[O:11])[CH:7]=[CH:6][C:5]=1[S:13](Cl)(=[O:15])=[O:14])([O-:3])=[O:2].[CH:17]([NH2:20])([CH3:19])[CH3:18].N1C=CC=CC=1. (4) Given the product [Br:1][C:2]1[C:3]([F:12])=[C:4]([F:11])[C:5]([N:23]2[CH2:22][C@@H:21]([CH3:20])[O:26][C@@H:25]([CH3:27])[CH2:24]2)=[C:6]([CH:9]=1)[CH:7]=[O:8], predict the reactants needed to synthesize it. The reactants are: [Br:1][C:2]1[C:3]([F:12])=[C:4]([F:11])[C:5](F)=[C:6]([CH:9]=1)[CH:7]=[O:8].C(N(CC)CC)C.[CH3:20][CH:21]1[O:26][CH:25]([CH3:27])[CH2:24][NH:23][CH2:22]1. (5) Given the product [NH2:18][C:16]([C@H:15]([NH:14][C:12](=[O:13])[C:11]1[CH:19]=[CH:20][C:21]([CH3:22])=[C:9]([N:6]2[C:7](=[O:8])[C:2]([Cl:1])=[C:3]([O:23][CH2:24][C:25]3[CH:30]=[CH:29][C:28]([F:31])=[CH:27][C:26]=3[F:32])[N:4]=[CH:5]2)[CH:10]=1)[CH3:35])=[O:17], predict the reactants needed to synthesize it. The reactants are: [Cl:1][C:2]1[C:7](=[O:8])[N:6]([C:9]2[CH:10]=[C:11]([CH:19]=[CH:20][C:21]=2[CH3:22])[C:12]([NH:14][CH2:15][C:16]([NH2:18])=[O:17])=[O:13])[CH:5]=[N:4][C:3]=1[O:23][CH2:24][C:25]1[CH:30]=[CH:29][C:28]([F:31])=[CH:27][C:26]=1[F:32].Cl.N[CH2:35]C(N)=O. (6) Given the product [Cl:1][C:2]1[N:10]=[C:9]2[C:5]([NH:6][CH:7]=[N:8]2)=[C:4]([NH:16][C:15]2[CH:17]=[CH:18][CH:19]=[C:13]([Cl:12])[CH:14]=2)[N:3]=1, predict the reactants needed to synthesize it. The reactants are: [Cl:1][C:2]1[N:10]=[C:9]2[C:5]([NH:6][CH:7]=[N:8]2)=[C:4](Cl)[N:3]=1.[Cl:12][C:13]1[CH:14]=[C:15]([CH:17]=[CH:18][CH:19]=1)[NH2:16].C(N(CC)CC)C.C(Cl)(Cl)Cl.CO. (7) Given the product [CH2:32]([C:31]1[N:39]=[C:26]([CH:12]2[CH2:13][CH:14]([C:16]3[CH:21]=[CH:20][C:19]([C:22]([F:25])([F:24])[F:23])=[CH:18][CH:17]=3)[CH2:15][N:10]([C:8]([N:5]3[CH2:4][CH2:3][CH:2]([OH:1])[CH2:7][CH2:6]3)=[O:9])[CH2:11]2)[O:27][N:30]=1)[C:33]1[CH:38]=[CH:37][CH:36]=[CH:35][CH:34]=1, predict the reactants needed to synthesize it. The reactants are: [OH:1][CH:2]1[CH2:7][CH2:6][N:5]([C:8]([N:10]2[CH2:15][CH:14]([C:16]3[CH:21]=[CH:20][C:19]([C:22]([F:25])([F:24])[F:23])=[CH:18][CH:17]=3)[CH2:13][CH:12]([C:26](O)=[O:27])[CH2:11]2)=[O:9])[CH2:4][CH2:3]1.O[N:30]=[C:31]([NH2:39])[CH2:32][C:33]1[CH:38]=[CH:37][CH:36]=[CH:35][CH:34]=1. (8) Given the product [CH3:1][O:2][C:3]1[CH:4]=[C:5]([CH2:6][OH:7])[CH:8]=[CH:9][C:10]=1[O:11][CH2:12][C:13]1[C:14]([CH3:24])=[N:15][N:16]([C:18]2[CH:23]=[CH:22][CH:21]=[CH:20][N:19]=2)[CH:17]=1, predict the reactants needed to synthesize it. The reactants are: [CH3:1][O:2][C:3]1[CH:4]=[C:5]([CH:8]=[CH:9][C:10]=1[O:11][CH2:12][C:13]1[C:14]([CH3:24])=[N:15][N:16]([C:18]2[CH:23]=[CH:22][CH:21]=[CH:20][N:19]=2)[CH:17]=1)[CH:6]=[O:7].C(O)C.[BH4-].[Na+].O.